This data is from Catalyst prediction with 721,799 reactions and 888 catalyst types from USPTO. The task is: Predict which catalyst facilitates the given reaction. (1) Reactant: [H-].[Na+].CN(C=O)C.[CH3:8][O:9][C:10]1[C:19]2[NH:18][C:17](=[O:20])[CH2:16][CH2:15][C:14]=2[C:13]([CH:21]=[O:22])=[CH:12][CH:11]=1.[CH2:23](Br)[C:24]1[CH:29]=[CH:28][CH:27]=[CH:26][CH:25]=1. Product: [CH2:23]([N:18]1[C:19]2[C:10]([O:9][CH3:8])=[CH:11][CH:12]=[C:13]([CH:21]=[O:22])[C:14]=2[CH2:15][CH2:16][C:17]1=[O:20])[C:24]1[CH:29]=[CH:28][CH:27]=[CH:26][CH:25]=1. The catalyst class is: 84. (2) Reactant: CS(OCC[C:8]1[CH:13]=[CH:12][C:11]([NH:14][C:15]2[N:24]=[CH:23][C:22]3[CH2:21][C@@H:20]([C:25]4[CH:30]=[CH:29][C:28]([F:31])=[CH:27][CH:26]=4)[C:19]4[CH:32]=[CH:33][CH:34]=[CH:35][C:18]=4[C:17]=3[N:16]=2)=[CH:10][CH:9]=1)(=O)=O.[CH3:36][O:37][CH2:38][CH2:39][N:40]1[CH2:45][CH2:44][N:43]([CH2:46][CH2:47]N)[CH2:42][CH2:41]1. Product: [F:31][C:28]1[CH:27]=[CH:26][C:25]([C@H:20]2[C:19]3[CH:32]=[CH:33][CH:34]=[CH:35][C:18]=3[C:17]3[N:16]=[C:15]([NH:14][C:11]4[CH:10]=[CH:9][C:8]([CH2:47][CH2:46][N:43]5[CH2:44][CH2:45][N:40]([CH2:39][CH2:38][O:37][CH3:36])[CH2:41][CH2:42]5)=[CH:13][CH:12]=4)[N:24]=[CH:23][C:22]=3[CH2:21]2)=[CH:30][CH:29]=1. The catalyst class is: 66.